This data is from Reaction yield outcomes from USPTO patents with 853,638 reactions. The task is: Predict the reaction yield, written as a fraction of the theoretical maximum amount of product (1.0 means a 100% yield; for example, 0.34 means a 34% yield). (1) The product is [S:34]([OH:38])([OH:37])(=[O:36])=[O:35].[CH3:1][C:2]1[CH:11]=[CH:10][C:9]([N:12]2[CH2:17][CH2:16][N:15]([CH3:18])[CH2:14][CH2:13]2)=[C:8]2[C:3]=1[CH2:4][CH2:5][C@@H:6]([NH:19][C:20](=[O:33])[C:21]1[CH:26]=[CH:25][C:24]([N:27]3[CH2:32][CH2:31][O:30][CH2:29][CH2:28]3)=[CH:23][CH:22]=1)[CH2:7]2. The yield is 0.310. The catalyst is O1CCCC1. The reactants are [CH3:1][C:2]1[CH:11]=[CH:10][C:9]([N:12]2[CH2:17][CH2:16][N:15]([CH3:18])[CH2:14][CH2:13]2)=[C:8]2[C:3]=1[CH2:4][CH2:5][C@@H:6]([NH:19][C:20](=[O:33])[C:21]1[CH:26]=[CH:25][C:24]([N:27]3[CH2:32][CH2:31][O:30][CH2:29][CH2:28]3)=[CH:23][CH:22]=1)[CH2:7]2.[S:34](=[O:38])(=[O:37])([OH:36])[OH:35]. (2) The reactants are Cl.Cl.Cl.[NH2:4][C@H:5]1[CH2:10][CH2:9][C@H:8]([CH2:11][CH2:12][N:13]2[CH2:18][CH2:17][N:16]([C:19]3[C:24]([Cl:25])=[C:23]([Cl:26])[N:22]=[C:21]([NH:27][CH3:28])[N:20]=3)[CH2:15][CH2:14]2)[CH2:7][CH2:6]1.C(N(CC)CC)C.[O-:36][C:37]#[N:38].[K+]. The catalyst is CO. The product is [Cl:25][C:24]1[C:19]([N:16]2[CH2:15][CH2:14][N:13]([CH2:12][CH2:11][C@H:8]3[CH2:9][CH2:10][C@H:5]([NH:4][C:37]([NH2:38])=[O:36])[CH2:6][CH2:7]3)[CH2:18][CH2:17]2)=[N:20][C:21]([NH:27][CH3:28])=[N:22][C:23]=1[Cl:26]. The yield is 0.750. (3) The reactants are [F:1][C:2]1[CH:3]=[C:4]([CH:6]=[C:7]([B:9]2[O:13][C:12]([CH3:15])([CH3:14])[C:11]([CH3:17])([CH3:16])[O:10]2)[CH:8]=1)[NH2:5].Cl[C:19]1[N:24]=[C:23]([C:25]([F:28])([F:27])[F:26])[CH:22]=[CH:21][N:20]=1.O1CCOCC1.CS(O)(=O)=O. The catalyst is C(OCC)(=O)C. The product is [F:1][C:2]1[CH:3]=[C:4]([NH:5][C:19]2[N:24]=[C:23]([C:25]([F:28])([F:27])[F:26])[CH:22]=[CH:21][N:20]=2)[CH:6]=[C:7]([B:9]2[O:13][C:12]([CH3:15])([CH3:14])[C:11]([CH3:17])([CH3:16])[O:10]2)[CH:8]=1. The yield is 0.760. (4) The reactants are [NH2:1][C:2]1[C:7]([NH2:8])=[C:6]([CH3:9])[CH:5]=[C:4]([CH3:10])[N:3]=1.[CH2:11]([O:13][C:14](OCC)(OCC)OCC)[CH3:12]. The catalyst is C(OC(C)C)(C)C. The product is [CH2:11]([O:13][C:14]1[NH:1][C:2]2=[N:3][C:4]([CH3:10])=[CH:5][C:6]([CH3:9])=[C:7]2[N:8]=1)[CH3:12]. The yield is 0.640. (5) The reactants are [Br:1][C:2]1[CH:7]=[CH:6][C:5]([OH:8])=[CH:4][CH:3]=1.C(=O)([O-])[O-].[K+].[K+].[CH2:15](Br)[CH:16]([CH3:18])[CH3:17]. The catalyst is CC(C)=O.O. The product is [Br:1][C:2]1[CH:7]=[CH:6][C:5]([O:8][CH2:15][CH:16]([CH3:18])[CH3:17])=[CH:4][CH:3]=1. The yield is 0.600.